This data is from Full USPTO retrosynthesis dataset with 1.9M reactions from patents (1976-2016). The task is: Predict the reactants needed to synthesize the given product. (1) Given the product [CH2:2]([O:5][C:6]1[CH:11]=[C:10]([CH3:12])[CH:9]=[CH:8][C:7]=1[C:13]1[C:18]([CH:19]([OH:25])[C:20]([O:22][CH2:23][CH3:24])=[O:21])=[C:17]([CH3:26])[N:16]=[C:15]2[S:27][C:28]3[CH2:33][CH2:32][CH2:31][CH2:30][C:29]=3[C:14]=12)[CH:3]=[CH2:4], predict the reactants needed to synthesize it. The reactants are: Cl.[CH2:2]([O:5][C:6]1[CH:11]=[C:10]([CH3:12])[CH:9]=[CH:8][C:7]=1[C:13]1[C:18]([C:19](=[O:25])[C:20]([O:22][CH2:23][CH3:24])=[O:21])=[C:17]([CH3:26])[N:16]=[C:15]2[S:27][C:28]3[CH2:33][CH2:32][CH2:31][CH2:30][C:29]=3[C:14]=12)[CH:3]=[CH2:4].[BH4-].[Na+]. (2) Given the product [NH:1]1[CH2:11][CH2:10][CH2:9][CH:3]([C:4]([NH:13][NH2:14])=[O:5])[CH2:2]1, predict the reactants needed to synthesize it. The reactants are: [NH:1]1[CH2:11][CH2:10][CH2:9][CH:3]([C:4](OCC)=[O:5])[CH2:2]1.O.[NH2:13][NH2:14]. (3) The reactants are: [CH3:1][O:2][C:3]([C:5]1[CH:10]=[CH:9][CH:8]=[CH:7][C:6]=1[S:11]([N:14]1[C:22]2[CH:21]=[CH:20][C:19]([C:23]([N:25]3[CH2:30][CH2:29][CH:28]([CH3:31])[CH2:27][CH2:26]3)=[O:24])=[CH:18][C:17]=2[C:16]2[CH2:32][N:33](C(OC(C)(C)C)=O)[CH2:34][CH2:35][C:15]1=2)(=[O:13])=[O:12])=[O:4].[F:43][C:44]([F:49])([F:48])[C:45]([OH:47])=[O:46]. Given the product [OH:47][C:45]([C:44]([F:49])([F:48])[F:43])=[O:46].[CH3:31][CH:28]1[CH2:27][CH2:26][N:25]([C:23]([C:19]2[CH:20]=[CH:21][C:22]3[N:14]([S:11]([C:6]4[CH:7]=[CH:8][CH:9]=[CH:10][C:5]=4[C:3]([O:2][CH3:1])=[O:4])(=[O:13])=[O:12])[C:15]4[CH2:35][CH2:34][NH:33][CH2:32][C:16]=4[C:17]=3[CH:18]=2)=[O:24])[CH2:30][CH2:29]1, predict the reactants needed to synthesize it. (4) Given the product [NH2:38][C:22]1[N:23]=[C:24]([CH3:37])[C:25]([CH2:26][C:27]2[CH:32]=[CH:31][C:30]([CH2:33][N:42]([CH2:41][C:40]([F:39])([F:51])[F:52])[CH2:43][C:44]([O:46][C:47]([CH3:50])([CH3:49])[CH3:48])=[O:45])=[CH:29][C:28]=2[O:35][CH3:36])=[C:20]([O:19][S:16]([C:5]2[C:4]([CH:1]([CH3:2])[CH3:3])=[CH:9][C:8]([CH:10]([CH3:11])[CH3:12])=[CH:7][C:6]=2[CH:13]([CH3:15])[CH3:14])(=[O:18])=[O:17])[N:21]=1, predict the reactants needed to synthesize it. The reactants are: [CH:1]([C:4]1[CH:9]=[C:8]([CH:10]([CH3:12])[CH3:11])[CH:7]=[C:6]([CH:13]([CH3:15])[CH3:14])[C:5]=1[S:16]([O:19][C:20]1[C:25]([CH2:26][C:27]2[CH:32]=[CH:31][C:30]([CH2:33]Cl)=[CH:29][C:28]=2[O:35][CH3:36])=[C:24]([CH3:37])[N:23]=[C:22]([NH2:38])[N:21]=1)(=[O:18])=[O:17])([CH3:3])[CH3:2].[F:39][C:40]([F:52])([F:51])[CH2:41][NH:42][CH2:43][C:44]([O:46][C:47]([CH3:50])([CH3:49])[CH3:48])=[O:45].C(=O)([O-])[O-].[Na+].[Na+].[I-].[K+]. (5) Given the product [Cl:23][C:4]1[CH:3]=[N:2][C:15]2[C:6]([CH:5]=1)=[N:7][C:8]1[C:13](=[CH:12][CH:11]=[CH:10][CH:9]=1)[CH:14]=2, predict the reactants needed to synthesize it. The reactants are: O.[N:2]1[C:15]2[C:6](=[N:7][C:8]3[C:13]([CH:14]=2)=[CH:12][CH:11]=[CH:10][CH:9]=3)[CH:5]=[CH:4][CH:3]=1.C1C(=O)N([Cl:23])C(=O)C1.ClCCl. (6) Given the product [CH2:1]([C:4]1[C:5]([O:9][CH2:10][C:11]2[CH:20]=[CH:19][C:18]3[C:13](=[CH:14][CH:15]=[CH:16][CH:17]=3)[N:12]=2)=[N:6][N:7]([CH2:24][C:25]([O:27][CH2:28][CH3:29])=[O:26])[CH:8]=1)[CH2:2][CH3:3], predict the reactants needed to synthesize it. The reactants are: [CH2:1]([C:4]1[C:5]([O:9][CH2:10][C:11]2[CH:20]=[CH:19][C:18]3[C:13](=[CH:14][CH:15]=[CH:16][CH:17]=3)[N:12]=2)=[N:6][NH:7][CH:8]=1)[CH2:2][CH3:3].[H-].[Na+].Br[CH2:24][C:25]([O:27][CH2:28][CH3:29])=[O:26].O.